This data is from Full USPTO retrosynthesis dataset with 1.9M reactions from patents (1976-2016). The task is: Predict the reactants needed to synthesize the given product. (1) The reactants are: [NH2:1][C:2]1[NH:3][C:4](=[S:16])[C:5]([C:14]#[N:15])=[C:6]([C:8]2[CH:13]=[CH:12][CH:11]=[CH:10][CH:9]=2)[N:7]=1.[CH:17]1(Br)[CH2:21][CH2:20][CH2:19][CH2:18]1.CC[O-].[Na+]. Given the product [NH2:1][C:2]1[N:3]=[C:4]([S:16][CH:17]2[CH2:21][CH2:20][CH2:19][CH2:18]2)[C:5]([C:14]#[N:15])=[C:6]([C:8]2[CH:13]=[CH:12][CH:11]=[CH:10][CH:9]=2)[N:7]=1, predict the reactants needed to synthesize it. (2) Given the product [OH:8][CH2:7][C:6]1[CH:9]=[C:10]([C:13]([N:15]2[CH2:16][CH2:17][C:18]3([C:32]4[CH:31]=[N:30][N:29]([CH3:33])[C:28]=4[C:27]4[CH:26]=[CH:25][CH:24]=[CH:23][C:22]=4[O:21]3)[CH2:19][CH2:20]2)=[O:14])[CH:11]=[CH:12][C:5]=1[O:4][CH:1]([CH3:2])[CH3:3], predict the reactants needed to synthesize it. The reactants are: [CH:1]([O:4][C:5]1[CH:12]=[CH:11][C:10]([C:13]([N:15]2[CH2:20][CH2:19][C:18]3([C:32]4[CH:31]=[N:30][N:29]([CH3:33])[C:28]=4[C:27]4[CH:26]=[CH:25][CH:24]=[CH:23][C:22]=4[O:21]3)[CH2:17][CH2:16]2)=[O:14])=[CH:9][C:6]=1[CH:7]=[O:8])([CH3:3])[CH3:2].[Li+].[BH4-]. (3) Given the product [N:14]1[C:6]2[NH:7][C@@H:8]3[CH2:13][N:12]([C:5]=2[CH:4]=[CH:3][C:2]=1[N:18]1[CH2:19][CH2:20][CH2:21][N:15]([C:22]([O:24][C:25]([CH3:28])([CH3:27])[CH3:26])=[O:23])[CH2:16][CH2:17]1)[CH2:11][CH2:10][CH2:9]3, predict the reactants needed to synthesize it. The reactants are: Cl[C:2]1[CH:3]=[CH:4][C:5]2[N:12]3[CH2:13][C@H:8]([CH2:9][CH2:10][CH2:11]3)[NH:7][C:6]=2[N:14]=1.[N:15]1([C:22]([O:24][C:25]([CH3:28])([CH3:27])[CH3:26])=[O:23])[CH2:21][CH2:20][CH2:19][NH:18][CH2:17][CH2:16]1.CC(C)([O-])C.[K+].COCCOC. (4) Given the product [C:6]([NH:8][C:9]1[CH:18]=[C:17]([N:19]2[CH2:20][CH2:21][N:22]([C:25]([NH:27][C:28]3[CH:33]=[CH:32][C:31]([F:34])=[CH:30][CH:29]=3)=[O:26])[CH2:23][CH2:24]2)[C:16]2[C:11](=[CH:12][C:13]([Cl:35])=[CH:14][CH:15]=2)[N:10]=1)(=[O:5])[CH3:37], predict the reactants needed to synthesize it. The reactants are: C([O:5][C:6]([NH:8][C:9]1[CH:18]=[C:17]([N:19]2[CH2:24][CH2:23][N:22]([C:25]([NH:27][C:28]3[CH:33]=[CH:32][C:31]([F:34])=[CH:30][CH:29]=3)=[O:26])[CH2:21][CH2:20]2)[C:16]2[C:11](=[CH:12][C:13]([Cl:35])=[CH:14][CH:15]=2)[N:10]=1)=O)(C)(C)C.F[C:37](F)(F)C(O)=O.C(N(CC)CC)C.C(Cl)(=O)C. (5) Given the product [CH3:33][S:34]([O:1][CH:2]1[CH:3]([CH3:25])[CH2:4][C:5]([C:16]2[CH:21]=[CH:20][N:19]=[CH:18][C:17]=2[N+:22]([O-:24])=[O:23])=[CH:6][CH:7]1[NH:8][C:9]([O:10][C:11]([CH3:12])([CH3:13])[CH3:14])=[O:15])(=[O:36])=[O:35], predict the reactants needed to synthesize it. The reactants are: [OH:1][CH:2]1[CH:7]([NH:8][C:9](=[O:15])[O:10][C:11]([CH3:14])([CH3:13])[CH3:12])[CH:6]=[C:5]([C:16]2[CH:21]=[CH:20][N:19]=[CH:18][C:17]=2[N+:22]([O-:24])=[O:23])[CH2:4][CH:3]1[CH3:25].C(N(CC)CC)C.[CH3:33][S:34](Cl)(=[O:36])=[O:35].O. (6) The reactants are: [O:1]([C:14]1[CH:19]=[C:18]([CH2:20][O:21][C:22](=[O:31])[CH2:23][O:24]C(OCC=C)=O)[CH:17]=[C:16]([F:32])[C:15]=1[CH2:33][C:34]1[CH:39]=[CH:38][C:37]([O:40][CH3:41])=[CH:36][CH:35]=1)[C@@H:2]1[O:10][C@H:9]([C@@H:11]([CH3:13])[OH:12])[C@@H:7]([OH:8])[C@H:5]([OH:6])[C@H:3]1[OH:4].C1(P(C2C=CC=CC=2)C2C=CC=CC=2)C=CC=CC=1.CC1(C)CC(=O)CC(=O)C1. Given the product [O:1]([C:14]1[CH:19]=[C:18]([CH2:20][O:21][C:22](=[O:31])[CH2:23][OH:24])[CH:17]=[C:16]([F:32])[C:15]=1[CH2:33][C:34]1[CH:35]=[CH:36][C:37]([O:40][CH3:41])=[CH:38][CH:39]=1)[C@@H:2]1[O:10][C@H:9]([C@@H:11]([CH3:13])[OH:12])[C@@H:7]([OH:8])[C@H:5]([OH:6])[C@H:3]1[OH:4], predict the reactants needed to synthesize it. (7) Given the product [Cl:1][C:2]1[CH:3]=[CH:4][C:5]([CH3:11])=[C:6]([NH:8][C:9]([NH:12][C:13]2[CH:17]=[CH:16][NH:15][N:14]=2)=[S:10])[CH:7]=1, predict the reactants needed to synthesize it. The reactants are: [Cl:1][C:2]1[CH:3]=[CH:4][C:5]([CH3:11])=[C:6]([N:8]=[C:9]=[S:10])[CH:7]=1.[NH2:12][C:13]1[CH:17]=[CH:16][NH:15][N:14]=1.